The task is: Predict the reactants needed to synthesize the given product.. This data is from Full USPTO retrosynthesis dataset with 1.9M reactions from patents (1976-2016). (1) Given the product [Br:1][C:2]1[N:6]([CH3:7])[N:5]=[CH:4][C:3]=1[CH:8]([C:16]1[C:11]([Cl:10])=[N:12][CH:13]=[N:14][C:15]=1[Cl:32])[OH:9], predict the reactants needed to synthesize it. The reactants are: [Br:1][C:2]1[N:6]([CH3:7])[N:5]=[CH:4][C:3]=1[CH:8]=[O:9].[Cl:10][C:11]1[C:16](C(C2C=NN(C)C=2C2C=CC(C)=CC=2)O)=[C:15]([Cl:32])[N:14]=[CH:13][N:12]=1. (2) Given the product [F:16][C:13]1[CH:14]=[CH:15][C:10]([C:9](=[O:21])[C:8]([C:7]2[C:2]([F:1])=[N:3][CH:4]=[CH:5][CH:6]=2)=[O:46])=[C:11]([N+:17]([O-:19])=[O:18])[CH:12]=1, predict the reactants needed to synthesize it. The reactants are: [F:1][C:2]1[C:7]([C:8]#[C:9][C:10]2[CH:15]=[CH:14][C:13]([F:16])=[CH:12][C:11]=2[N+:17]([O-:19])=[O:18])=[CH:6][CH:5]=[CH:4][N:3]=1.C(=O)(O)[O-:21].[Na+].S([O-])([O-])(=O)=O.[Mg+2].[Mn]([O-])(=O)(=O)=O.[K+].N([O-])=O.[Na+].OS(O)(=O)=O.[OH2:46]. (3) Given the product [O:1]=[C:2]1[CH2:6][CH2:5][CH2:4][N:3]1[CH2:7][CH2:8][CH2:9][NH:10][C:11]([C:13]1[CH:14]=[CH:15][C:16]([N:28]2[CH2:33][CH2:32][N:31]([C:34]3[CH:39]=[CH:38][CH:37]=[CH:36][C:35]=3[CH3:40])[CH2:30][CH2:29]2)=[C:17]([NH:19][C:20]([C:22]2[O:23][C:24]([C:45]#[CH:46])=[CH:25][CH:26]=2)=[O:21])[CH:18]=1)=[O:12], predict the reactants needed to synthesize it. The reactants are: [O:1]=[C:2]1[CH2:6][CH2:5][CH2:4][N:3]1[CH2:7][CH2:8][CH2:9][NH:10][C:11]([C:13]1[CH:14]=[CH:15][C:16]([N:28]2[CH2:33][CH2:32][N:31]([C:34]3[CH:39]=[CH:38][CH:37]=[CH:36][C:35]=3[CH3:40])[CH2:30][CH2:29]2)=[C:17]([NH:19][C:20]([C:22]2[O:23][C:24](Br)=[CH:25][CH:26]=2)=[O:21])[CH:18]=1)=[O:12].C[Si]([C:45]#[CH:46])(C)C.C(N(CC)CC)C. (4) Given the product [C:1]([NH:8][N:9]1[C:15](=[O:16])[CH:14]([CH2:26][CH:27]([CH3:29])[CH3:28])[C:13]2[CH:17]=[CH:18][CH:19]=[CH:20][C:12]=2[C:11]2[CH:21]=[CH:22][CH:23]=[CH:24][C:10]1=2)([O:3][C:4]([CH3:7])([CH3:6])[CH3:5])=[O:2], predict the reactants needed to synthesize it. The reactants are: [C:1]([NH:8][N:9]1[C:15](=[O:16])[CH2:14][C:13]2[CH:17]=[CH:18][CH:19]=[CH:20][C:12]=2[C:11]2[CH:21]=[CH:22][CH:23]=[CH:24][C:10]1=2)([O:3][C:4]([CH3:7])([CH3:6])[CH3:5])=[O:2].I[CH2:26][CH:27]([CH3:29])[CH3:28]. (5) Given the product [CH3:1][O:2][C:3]1[CH:4]=[C:5]([C:6]([C:8]2[CH:13]=[CH:12][C:11]([C:14]([CH3:17])([CH3:16])[CH3:15])=[CH:10][CH:9]=2)=[C:31]([C:32]([O:34][CH3:35])=[O:33])[CH2:30][C:29]([OH:37])=[O:36])[CH:18]=[CH:19][C:20]=1[O:21][CH3:22], predict the reactants needed to synthesize it. The reactants are: [CH3:1][O:2][C:3]1[CH:4]=[C:5]([CH:18]=[CH:19][C:20]=1[O:21][CH3:22])[C:6]([C:8]1[CH:13]=[CH:12][C:11]([C:14]([CH3:17])([CH3:16])[CH3:15])=[CH:10][CH:9]=1)=O.CC(C)([O-])C.[K+].[C:29]([O:37]C)(=[O:36])[CH2:30][CH2:31][C:32]([O:34][CH3:35])=[O:33].Cl. (6) Given the product [Cl:8][C:9]1[CH:14]=[CH:13][CH:12]=[C:11]([Cl:15])[C:10]=1[N:16]1[CH:45]=[C:44]([CH3:46])[C:19]2[N:20]=[C:21]([NH:24][C:25]3[CH:26]=[CH:27][C:28]([N:31]4[CH2:32][CH2:33][NH:34][CH2:35][CH2:36]4)=[CH:29][CH:30]=3)[N:22]=[CH:23][C:18]=2[C:17]1=[O:47], predict the reactants needed to synthesize it. The reactants are: C(O)(C(F)(F)F)=O.[Cl:8][C:9]1[CH:14]=[CH:13][CH:12]=[C:11]([Cl:15])[C:10]=1[N:16]1[CH:45]=[C:44]([CH3:46])[C:19]2[N:20]=[C:21]([NH:24][C:25]3[CH:30]=[CH:29][C:28]([N:31]4[CH2:36][CH2:35][N:34](C(OC(C)(C)C)=O)[CH2:33][CH2:32]4)=[CH:27][CH:26]=3)[N:22]=[CH:23][C:18]=2[C:17]1=[O:47]. (7) Given the product [C:15]([NH:12][C:7]1[CH:6]=[C:5]([C:1]([CH3:4])([CH3:3])[CH3:2])[CH:10]=[CH:9][C:8]=1[CH3:11])([O:17][C:18]([CH3:21])([CH3:20])[CH3:19])=[O:16], predict the reactants needed to synthesize it. The reactants are: [C:1]([C:5]1[CH:10]=[CH:9][C:8]([CH3:11])=[C:7]([N+:12]([O-])=O)[CH:6]=1)([CH3:4])([CH3:3])[CH3:2].[C:15](O[C:15]([O:17][C:18]([CH3:21])([CH3:20])[CH3:19])=[O:16])([O:17][C:18]([CH3:21])([CH3:20])[CH3:19])=[O:16]. (8) Given the product [CH3:30][O:29][C:26]1[CH:25]=[CH:24][C:23]([CH:2]([O:1][C:31]2[CH:36]=[CH:35][CH:34]=[CH:33][CH:32]=2)[CH2:3][CH2:4][N:5]2[CH2:10][CH2:9][CH:8]([C:11]3[CH:12]=[C:13]([NH:17][C:18](=[O:22])[CH:19]([CH3:21])[CH3:20])[CH:14]=[CH:15][CH:16]=3)[CH2:7][CH2:6]2)=[CH:28][CH:27]=1, predict the reactants needed to synthesize it. The reactants are: [OH:1][CH:2]([C:23]1[CH:28]=[CH:27][C:26]([O:29][CH3:30])=[CH:25][CH:24]=1)[CH2:3][CH2:4][N:5]1[CH2:10][CH2:9][CH:8]([C:11]2[CH:12]=[C:13]([NH:17][C:18](=[O:22])[CH:19]([CH3:21])[CH3:20])[CH:14]=[CH:15][CH:16]=2)[CH2:7][CH2:6]1.[C:31]1(O)[CH:36]=[CH:35][CH:34]=[CH:33][CH:32]=1. (9) Given the product [C:25]([O:24][CH:8]([C:5]1[CH:6]=[CH:7][C:2]([F:1])=[CH:3][CH:4]=1)[CH2:9][CH2:10][N:11]1[CH2:16][CH2:15][N:14]([C:17]2[CH:22]=[CH:21][C:20]([O:23][C:35](=[O:37])[CH3:36])=[CH:19][CH:18]=2)[CH2:13][CH2:12]1)(=[O:27])[NH2:26], predict the reactants needed to synthesize it. The reactants are: [F:1][C:2]1[CH:7]=[CH:6][C:5]([CH:8]([O:24][C:25](=[O:27])[NH2:26])[CH2:9][CH2:10][N:11]2[CH2:16][CH2:15][N:14]([C:17]3[CH:22]=[CH:21][C:20]([OH:23])=[CH:19][CH:18]=3)[CH2:13][CH2:12]2)=[CH:4][CH:3]=1.C(N(CC)CC)C.[C:35](Cl)(=[O:37])[CH3:36]. (10) Given the product [CH3:32][O:31][C:29]1[CH:30]=[C:25]([CH:26]=[C:27]([O:33][CH3:34])[CH:28]=1)[CH2:24][N:21]1[CH:16]=[C:15]([CH2:14][NH:13][C:11](=[O:12])[C:10]2[CH:17]=[CH:18][CH:19]=[N:20][C:9]=2[NH:8][C:5]2[CH:6]=[CH:7][C:2]([F:1])=[CH:3][CH:4]=2)[N:23]=[N:22]1, predict the reactants needed to synthesize it. The reactants are: [F:1][C:2]1[CH:7]=[CH:6][C:5]([NH:8][C:9]2[N:20]=[CH:19][CH:18]=[CH:17][C:10]=2[C:11]([NH:13][CH2:14][C:15]#[CH:16])=[O:12])=[CH:4][CH:3]=1.[N:21]([CH2:24][C:25]1[CH:30]=[C:29]([O:31][CH3:32])[CH:28]=[C:27]([O:33][CH3:34])[CH:26]=1)=[N+:22]=[N-:23].O.O=C1O[C@H]([C@H](CO)O)C([O-])=C1O.[Na+].